This data is from CYP2C19 inhibition data for predicting drug metabolism from PubChem BioAssay. The task is: Regression/Classification. Given a drug SMILES string, predict its absorption, distribution, metabolism, or excretion properties. Task type varies by dataset: regression for continuous measurements (e.g., permeability, clearance, half-life) or binary classification for categorical outcomes (e.g., BBB penetration, CYP inhibition). Dataset: cyp2c19_veith. (1) The compound is FC(F)(F)c1nc(N2CCCC2)ncc1-c1nnnn1-c1ccccc1. The result is 1 (inhibitor). (2) The drug is CCOC(=O)c1c(NC(=O)CSc2nnnn2C)sc(C)c1C. The result is 1 (inhibitor). (3) The drug is Cn1cc(C(=O)c2ccc(Cl)cc2)cc1-c1nc2ccccc2n1C. The result is 1 (inhibitor).